Dataset: Blood-brain barrier permeability classification from the B3DB database. Task: Regression/Classification. Given a drug SMILES string, predict its absorption, distribution, metabolism, or excretion properties. Task type varies by dataset: regression for continuous measurements (e.g., permeability, clearance, half-life) or binary classification for categorical outcomes (e.g., BBB penetration, CYP inhibition). Dataset: b3db_classification. (1) The compound is CC(Cc1ccc(O)cc1)NCC(O)c1cc(O)cc(O)c1. The result is 0 (does not penetrate BBB). (2) The molecule is CC(C)NC[C@@H](O)c1cc(O)cc(O)c1. The result is 1 (penetrates BBB). (3) The compound is OC(c1ccccc1)(c1ccccc1)[C@H]1CCCCN1. The result is 1 (penetrates BBB). (4) The drug is CC(=O)Nc1ccc(OC(=O)C2CCC(=O)N2)cc1. The result is 1 (penetrates BBB). (5) The result is 0 (does not penetrate BBB). The molecule is C=C1C(=CC=C2CCCC3(C)C2CCC3C(C)CCCC(C)(C)O)CC(O)CC1O.